Dataset: CYP2D6 inhibition data for predicting drug metabolism from PubChem BioAssay. Task: Regression/Classification. Given a drug SMILES string, predict its absorption, distribution, metabolism, or excretion properties. Task type varies by dataset: regression for continuous measurements (e.g., permeability, clearance, half-life) or binary classification for categorical outcomes (e.g., BBB penetration, CYP inhibition). Dataset: cyp2d6_veith. (1) The molecule is Cc1ccc(-n2nnnc2Sc2nc([N+](=O)[O-])nn2C)cc1C. The result is 0 (non-inhibitor). (2) The molecule is COC(=O)N(C)c1ccccc1C(=O)N1CCOCC1. The result is 0 (non-inhibitor). (3) The molecule is Cc1ccc(NC(=O)COc2ccc(S(=O)(=O)N3CCOCC3)cc2)cc1. The result is 0 (non-inhibitor). (4) The drug is COc1ccc2c3c([nH]c2c1)C(C)=NCC3.Cl.O.O. The result is 1 (inhibitor). (5) The compound is COc1cc(C2C(C#N)=C(N)OC3=C2C(=O)CCC3)cc(OC)c1OC(=O)N1CCOCC1. The result is 0 (non-inhibitor).